Dataset: Full USPTO retrosynthesis dataset with 1.9M reactions from patents (1976-2016). Task: Predict the reactants needed to synthesize the given product. (1) The reactants are: [C:1]([O:5][C:6](=[O:29])[C:7]1[CH:12]=[CH:11][C:10]([N:13]2[C:17]([C:18]3[CH:23]=[CH:22][CH:21]=[CH:20][CH:19]=3)=[CH:16][CH:15]=[C:14]2[CH2:24][CH2:25][C:26](O)=[O:27])=[CH:9][CH:8]=1)([CH3:4])([CH3:3])[CH3:2].C1N=C[N:32](C(N2C=NC=C2)=O)C=1.C([O-])(=O)C.[NH4+]. Given the product [C:1]([O:5][C:6](=[O:29])[C:7]1[CH:12]=[CH:11][C:10]([N:13]2[C:17]([C:18]3[CH:23]=[CH:22][CH:21]=[CH:20][CH:19]=3)=[CH:16][CH:15]=[C:14]2[CH2:24][CH2:25][C:26](=[O:27])[NH2:32])=[CH:9][CH:8]=1)([CH3:4])([CH3:3])[CH3:2], predict the reactants needed to synthesize it. (2) Given the product [CH:35]1([CH2:34][O:33][C:29]2[C:30]([F:32])=[CH:31][C:26]([C:25]3[O:39][C:9]4[C:14]([F:15])=[C:13]([OH:16])[CH:12]=[CH:11][C:10]=4[N:24]=3)=[C:27]([F:38])[CH:28]=2)[CH2:36][CH2:37]1, predict the reactants needed to synthesize it. The reactants are: C(O[C:9]1[C:14]([F:15])=[C:13]([O:16]CC2C=CC=CC=2)[CH:12]=[CH:11][C:10]=1[NH:24][C:25](=[O:39])[C:26]1[CH:31]=[C:30]([F:32])[C:29]([O:33][CH2:34][CH:35]2[CH2:37][CH2:36]2)=[CH:28][C:27]=1[F:38])C1C=CC=CC=1.